The task is: Regression/Classification. Given a drug SMILES string, predict its absorption, distribution, metabolism, or excretion properties. Task type varies by dataset: regression for continuous measurements (e.g., permeability, clearance, half-life) or binary classification for categorical outcomes (e.g., BBB penetration, CYP inhibition). Dataset: cyp3a4_veith.. This data is from CYP3A4 inhibition data for predicting drug metabolism from PubChem BioAssay. (1) The compound is Cc1ccc(Cn2nnc3c(=O)[nH]c(C4CCCN(C(=O)Nc5ccc(F)cc5F)C4)nc32)cc1. The result is 1 (inhibitor). (2) The molecule is CCCCCCCC(=O)O[C@H](CC(=O)O)C[N+](C)(C)C. The result is 0 (non-inhibitor). (3) The compound is Cc1cnc(CNc2ncncc2-c2ccc(N(C)C)cc2)cn1. The result is 1 (inhibitor). (4) The molecule is COc1ccccc1CNc1ncncc1-c1ccccc1CN(C)C. The result is 1 (inhibitor).